Predict the product of the given reaction. From a dataset of Forward reaction prediction with 1.9M reactions from USPTO patents (1976-2016). (1) Given the reactants [OH:1][C:2]1([CH2:8][N:9]([CH3:20])[C:10]2[CH:19]=[CH:18][C:13]([C:14]([O:16][CH3:17])=[O:15])=[CH:12][CH:11]=2)[CH2:7][CH2:6][NH:5][CH2:4][CH2:3]1.[C:21]([C:23]1[CH:30]=[CH:29][C:26]([CH:27]=O)=[CH:25][CH:24]=1)#[N:22].C(O[BH-](OC(=O)C)OC(=O)C)(=O)C.[Na+].C(=O)([O-])O.[Na+], predict the reaction product. The product is: [C:21]([C:23]1[CH:30]=[CH:29][C:26]([CH2:27][N:5]2[CH2:6][CH2:7][C:2]([CH2:8][N:9]([CH3:20])[C:10]3[CH:19]=[CH:18][C:13]([C:14]([O:16][CH3:17])=[O:15])=[CH:12][CH:11]=3)([OH:1])[CH2:3][CH2:4]2)=[CH:25][CH:24]=1)#[N:22]. (2) The product is: [Br:1][C:2]1[CH:25]=[C:5]2[N:6]=[C:7]([CH3:24])[C:8]([C@H:18]([OH:23])[C:19]([O:21][CH3:22])=[O:20])=[C:9]([N:10]3[CH2:15][CH2:14][C:13]([CH3:17])([CH3:16])[CH2:12][CH2:11]3)[N:4]2[N:3]=1. Given the reactants [Br:1][C:2]1[CH:25]=[C:5]2[N:6]=[C:7]([CH3:24])[C:8]([C:18](=[O:23])[C:19]([O:21][CH3:22])=[O:20])=[C:9]([N:10]3[CH2:15][CH2:14][C:13]([CH3:17])([CH3:16])[CH2:12][CH2:11]3)[N:4]2[N:3]=1.C(#N)C.C(=O)=O.[B]1OC2C(=CC=CC=2)O1.O, predict the reaction product. (3) Given the reactants [NH2:1][C:2]1[CH:10]=[C:9]([Br:11])[CH:8]=[C:7]2[C:3]=1[CH:4]=[CH:5][NH:6]2.[C:12]1(=O)[O:17][C:15](=[O:16])[C:14]2=[CH:18][CH:19]=[CH:20][CH:21]=[C:13]12.C(=O)(O)[O-].[Na+], predict the reaction product. The product is: [Br:11][C:9]1[CH:8]=[C:7]2[C:3]([CH:4]=[CH:5][NH:6]2)=[C:2]([N:1]2[C:15](=[O:16])[C:14]3=[CH:18][CH:19]=[CH:20][CH:21]=[C:13]3[C:12]2=[O:17])[CH:10]=1. (4) Given the reactants C(O[CH2:5][C:6]1[C:15]2[C:10](=[CH:11][C:12]([O:16][C:17]3[CH:22]=[CH:21][C:20]([O:23][CH3:24])=[CH:19][CH:18]=3)=[CH:13][CH:14]=2)[C:9]([OH:25])=[C:8]([C:26]([O:28][CH3:29])=[O:27])[N:7]=1)(=O)C.C([O-])([O-])=O.[Na+].[Na+], predict the reaction product. The product is: [OH:25][C:9]1[C:10]2[C:15](=[CH:14][CH:13]=[C:12]([O:16][C:17]3[CH:18]=[CH:19][C:20]([O:23][CH3:24])=[CH:21][CH:22]=3)[CH:11]=2)[C:6]([CH3:5])=[N:7][C:8]=1[C:26]([O:28][CH3:29])=[O:27].